Dataset: NCI-60 drug combinations with 297,098 pairs across 59 cell lines. Task: Regression. Given two drug SMILES strings and cell line genomic features, predict the synergy score measuring deviation from expected non-interaction effect. (1) Drug 1: C1CCC(C(C1)N)N.C(=O)(C(=O)[O-])[O-].[Pt+4]. Drug 2: CCC1(C2=C(COC1=O)C(=O)N3CC4=CC5=C(C=CC(=C5CN(C)C)O)N=C4C3=C2)O.Cl. Cell line: NCI-H226. Synergy scores: CSS=17.4, Synergy_ZIP=-1.11, Synergy_Bliss=1.14, Synergy_Loewe=-12.7, Synergy_HSA=1.18. (2) Drug 1: C1=CC(=CC=C1CCC2=CNC3=C2C(=O)NC(=N3)N)C(=O)NC(CCC(=O)O)C(=O)O. Drug 2: CC=C1C(=O)NC(C(=O)OC2CC(=O)NC(C(=O)NC(CSSCCC=C2)C(=O)N1)C(C)C)C(C)C. Cell line: U251. Synergy scores: CSS=67.1, Synergy_ZIP=-3.32, Synergy_Bliss=-4.07, Synergy_Loewe=-3.85, Synergy_HSA=-1.18.